From a dataset of Full USPTO retrosynthesis dataset with 1.9M reactions from patents (1976-2016). Predict the reactants needed to synthesize the given product. Given the product [CH3:39][O:38][C:37]1[CH:36]=[CH:35][C:34]([CH2:40][NH:41][C:14]([C:12]2[C:11]([N:18]3[CH2:23][CH2:22][O:21][CH2:20][CH2:19]3)=[N:10][CH:9]=[C:8]([C:4]3[CH:5]=[N:6][CH:7]=[C:2]([CH3:1])[CH:3]=3)[N:13]=2)=[O:15])=[N:33][C:32]=1[O:31][CH3:30], predict the reactants needed to synthesize it. The reactants are: [CH3:1][C:2]1[CH:3]=[C:4]([C:8]2[N:13]=[C:12]([C:14](OC)=[O:15])[C:11]([N:18]3[CH2:23][CH2:22][O:21][CH2:20][CH2:19]3)=[N:10][CH:9]=2)[CH:5]=[N:6][CH:7]=1.C[Si](C)(C)[O-].[K+].[CH3:30][O:31][C:32]1[C:37]([O:38][CH3:39])=[CH:36][CH:35]=[C:34]([CH2:40][NH2:41])[N:33]=1.C(Cl)CCl.C1C=NC2N(O)N=NC=2C=1.C(N(C(C)C)CC)(C)C.